Task: Predict the product of the given reaction.. Dataset: Forward reaction prediction with 1.9M reactions from USPTO patents (1976-2016) (1) Given the reactants Cl.[NH2:2][C@H:3]([C:21]([N:23]1[CH2:62][CH2:61][CH2:60][C@H:24]1[C:25]([NH:27][C@H:28]([C:30]([NH:32][C@H:33]([C:50]([O:52][CH2:53][C:54]1[CH:59]=[CH:58][CH:57]=[CH:56][CH:55]=1)=[O:51])[CH2:34][CH2:35][CH2:36][CH2:37][NH:38][C:39]([O:41][CH2:42][C:43]1[CH:49]=[CH:48][CH:47]=[CH:46][C:44]=1[Cl:45])=[O:40])=[O:31])[CH3:29])=[O:26])=[O:22])[CH2:4][CH2:5][CH2:6][NH:7][C:8](=[NH:20])[NH:9][S:10]([C:13]1[CH:19]=[CH:18][C:16]([CH3:17])=[CH:15][CH:14]=1)(=[O:12])=[O:11].[NH:63]([C:84]([O:86][C:87]([CH3:90])([CH3:89])[CH3:88])=[O:85])[C@H:64]([C:81](O)=[O:82])[CH2:65][CH2:66][CH2:67][CH2:68][NH:69][C:70]([O:72][CH2:73][C:74]1[CH:80]=[CH:79][CH:78]=[CH:77][C:75]=1[Cl:76])=[O:71].ON1C2C=CC=CC=2N=N1.C1(N=C=NC2CCCCC2)CCCCC1, predict the reaction product. The product is: [NH:63]([C:84]([O:86][C:87]([CH3:90])([CH3:89])[CH3:88])=[O:85])[C@H:64]([C:81]([NH:2][C@H:3]([C:21]([N:23]1[CH2:62][CH2:61][CH2:60][C@H:24]1[C:25]([NH:27][C@H:28]([C:30]([NH:32][C@H:33]([C:50]([O:52][CH2:53][C:54]1[CH:59]=[CH:58][CH:57]=[CH:56][CH:55]=1)=[O:51])[CH2:34][CH2:35][CH2:36][CH2:37][NH:38][C:39]([O:41][CH2:42][C:43]1[CH:49]=[CH:48][CH:47]=[CH:46][C:44]=1[Cl:45])=[O:40])=[O:31])[CH3:29])=[O:26])=[O:22])[CH2:4][CH2:5][CH2:6][NH:7][C:8](=[NH:20])[NH:9][S:10]([C:13]1[CH:14]=[CH:15][C:16]([CH3:17])=[CH:18][CH:19]=1)(=[O:11])=[O:12])=[O:82])[CH2:65][CH2:66][CH2:67][CH2:68][NH:69][C:70]([O:72][CH2:73][C:74]1[CH:80]=[CH:79][CH:78]=[CH:77][C:75]=1[Cl:76])=[O:71]. (2) Given the reactants Cl.C[O:3][C:4](=[O:9])[C@H:5]([CH2:7][OH:8])[NH2:6].C(N(CC)CC)C.[CH:17](=O)[C:18]1[CH:23]=[CH:22][CH:21]=[CH:20][CH:19]=1.[BH4-].[Na+].[OH-].[Na+].Cl, predict the reaction product. The product is: [CH2:17]([NH:6][C@H:5]([C:4]([OH:3])=[O:9])[CH2:7][OH:8])[C:18]1[CH:23]=[CH:22][CH:21]=[CH:20][CH:19]=1. (3) Given the reactants [CH3:1][O:2][C:3]1[CH:8]=[C:7]([N+:9]([O-])=O)[CH:6]=[CH:5][C:4]=1[C:12]1[CH:17]=[CH:16][CH:15]=[C:14]([C:18]([OH:20])=[O:19])[CH:13]=1, predict the reaction product. The product is: [NH2:9][C:7]1[CH:6]=[CH:5][C:4]([C:12]2[CH:17]=[CH:16][CH:15]=[C:14]([C:18]([OH:20])=[O:19])[CH:13]=2)=[C:3]([O:2][CH3:1])[CH:8]=1.